This data is from Full USPTO retrosynthesis dataset with 1.9M reactions from patents (1976-2016). The task is: Predict the reactants needed to synthesize the given product. (1) Given the product [CH2:22]([O:29][CH2:30][C:31]([F:47])([F:48])[CH2:32][N:33]1[C:37]([C:38]2[CH:39]=[CH:40][C:41]([F:44])=[CH:42][CH:43]=2)=[C:36]([C:3]2[CH:4]=[CH:5][C:6]3[O:11][CH2:10][C:9](=[O:12])[NH:8][C:7]=3[C:2]=2[CH3:1])[C:35]([CH3:46])=[N:34]1)[C:23]1[CH:28]=[CH:27][CH:26]=[CH:25][CH:24]=1, predict the reactants needed to synthesize it. The reactants are: [CH3:1][C:2]1[C:7]2[NH:8][C:9](=[O:12])[CH2:10][O:11][C:6]=2[CH:5]=[CH:4][C:3]=1B1OC(C)(C)C(C)(C)O1.[CH2:22]([O:29][CH2:30][C:31]([F:48])([F:47])[CH2:32][N:33]1[C:37]([C:38]2[CH:43]=[CH:42][C:41]([F:44])=[CH:40][CH:39]=2)=[C:36](Br)[C:35]([CH3:46])=[N:34]1)[C:23]1[CH:28]=[CH:27][CH:26]=[CH:25][CH:24]=1.[K].O. (2) Given the product [N:3]1[N:2]([CH2:6][C@@H:7]2[C@H:10]([NH:11][C:12](=[O:39])/[C:13](=[N:27]\[O:28][C:29]([CH3:38])([CH3:37])[C:30]([OH:32])=[O:31])/[C:14]3[N:15]=[C:16]([NH2:19])[S:17][CH:18]=3)[C:9](=[O:40])[N:8]2[S:41]([OH:44])(=[O:42])=[O:43])[N:1]=[CH:5][CH:4]=1, predict the reactants needed to synthesize it. The reactants are: [N:1]1[N:2]([CH2:6][C@@H:7]2[C@H:10]([NH:11][C:12](=[O:39])/[C:13](=[N:27]\[O:28][C:29]([CH3:38])([CH3:37])[C:30]([O:32]C(C)(C)C)=[O:31])/[C:14]3[N:15]=[C:16]([NH:19]C(OC(C)(C)C)=O)[S:17][CH:18]=3)[C:9](=[O:40])[N:8]2[S:41]([OH:44])(=[O:43])=[O:42])[N:3]=[CH:4][CH:5]=1. (3) The reactants are: [CH3:1][O:2][C:3]1[CH:4]=[C:5]([C:11]2[C:22](=[O:23])[NH:21][C:14]3[N:15]=[C:16]([S:19][CH3:20])[N:17]=[CH:18][C:13]=3[CH:12]=2)[CH:6]=[C:7]([O:9][CH3:10])[CH:8]=1.C([O-])([O-])=O.[K+].[K+].CS(O[CH2:35][CH2:36][C:37]1[CH:42]=[CH:41][N:40]=[C:39]([NH:43][C:44]([O:46][C:47]([CH3:50])([CH3:49])[CH3:48])=[O:45])[CH:38]=1)(=O)=O.O. Given the product [C:47]([O:46][C:44](=[O:45])[NH:43][C:39]1[CH:38]=[C:37]([CH2:36][CH2:35][N:21]2[C:14]3[N:15]=[C:16]([S:19][CH3:20])[N:17]=[CH:18][C:13]=3[CH:12]=[C:11]([C:5]3[CH:6]=[C:7]([O:9][CH3:10])[CH:8]=[C:3]([O:2][CH3:1])[CH:4]=3)[C:22]2=[O:23])[CH:42]=[CH:41][N:40]=1)([CH3:50])([CH3:49])[CH3:48], predict the reactants needed to synthesize it. (4) Given the product [NH2:39][C:36]1[CH:37]=[CH:38][C:33]([O:32][C:27]2[C:26]([C:2]3[CH:7]=[CH:6][N:5]=[C:4]4[N:8]([C:11]([O:13][C:14]([CH3:17])([CH3:16])[CH3:15])=[O:12])[CH:9]=[CH:10][C:3]=34)=[CH:31][CH:30]=[CH:29][N:28]=2)=[CH:34][CH:35]=1, predict the reactants needed to synthesize it. The reactants are: Cl[C:2]1[CH:7]=[CH:6][N:5]=[C:4]2[N:8]([C:11]([O:13][C:14]([CH3:17])([CH3:16])[CH3:15])=[O:12])[CH:9]=[CH:10][C:3]=12.CC1(C)C(C)(C)OB([C:26]2[C:27]([O:32][C:33]3[CH:38]=[CH:37][C:36]([NH2:39])=[CH:35][CH:34]=3)=[N:28][CH:29]=[CH:30][CH:31]=2)O1.C(=O)([O-])[O-].[Na+].[Na+].O1CCOCC1.O.C([PH+](C(C)(C)C)C(C)(C)C)(C)(C)C.